This data is from Reaction yield outcomes from USPTO patents with 853,638 reactions. The task is: Predict the reaction yield, written as a fraction of the theoretical maximum amount of product (1.0 means a 100% yield; for example, 0.34 means a 34% yield). (1) The reactants are C(OC([N:8]([CH2:28][C:29]1[CH:34]=[CH:33][CH:32]=[CH:31][N:30]=1)[CH2:9][C:10]1[CH:15]=[CH:14][C:13]([CH2:16][NH:17][CH:18]2[C:27]3[N:26]=[CH:25][CH:24]=[CH:23][C:22]=3[CH2:21][CH2:20][CH2:19]2)=[CH:12][CH:11]=1)=O)(C)(C)C.[NH:35]1[CH:39]=[CH:38][N:37]=[C:36]1[CH:40]=O.C([BH3-])#N.[Na+]. The yield is 0.240. The product is [N:30]1[CH:31]=[CH:32][CH:33]=[CH:34][C:29]=1[CH2:28][NH:8][CH2:9][C:10]1[CH:11]=[CH:12][C:13]([CH2:16][N:17]([CH2:40][C:36]2[NH:37][CH:38]=[CH:39][N:35]=2)[CH:18]2[C:27]3[N:26]=[CH:25][CH:24]=[CH:23][C:22]=3[CH2:21][CH2:20][CH2:19]2)=[CH:14][CH:15]=1. The catalyst is CO. (2) The reactants are [O:1]1[CH:5]=[CH:4][CH:3]=[C:2]1B(O)O.Br[C:10]1[CH:15]=[CH:14][CH:13]=[CH:12][C:11]=1[NH:16][C:17]([C:19]1[CH:24]=[C:23]([NH:25][CH2:26][CH2:27][N:28]([CH3:30])[CH3:29])[N:22]=[C:21]([C:31]2[CH:36]=[CH:35][CH:34]=[CH:33][CH:32]=2)[N:20]=1)=[O:18].C1(P(C2C=CC=CC=2)C2C=CC=CC=2)C=CC=CC=1.C(=O)([O-])[O-].[Na+].[Na+]. The catalyst is O.COCCOC. The product is [CH3:29][N:28]([CH3:30])[CH2:27][CH2:26][NH:25][C:23]1[N:22]=[C:21]([C:31]2[CH:36]=[CH:35][CH:34]=[CH:33][CH:32]=2)[N:20]=[C:19]([C:17]([NH:16][C:11]2[CH:12]=[CH:13][CH:14]=[CH:15][C:10]=2[C:2]2[O:1][CH:5]=[CH:4][CH:3]=2)=[O:18])[CH:24]=1. The yield is 0.0600. (3) The reactants are [N+:1]([C:4]1[CH:11]=[CH:10][C:7]([C:8]#[N:9])=[CH:6][CH:5]=1)([O-:3])=[O:2].C[O-].[Na+].[NH4+:15].[Cl-:16]. The catalyst is CO. The product is [ClH:16].[N+:1]([C:4]1[CH:5]=[CH:6][C:7]([C:8]([NH2:15])=[NH:9])=[CH:10][CH:11]=1)([O-:3])=[O:2]. The yield is 0.620. (4) The reactants are [C:1]([CH2:3][O:4][C:5]1[CH:10]=[C:9]([N+:11]([O-])=O)[CH:8]=[C:7]([O:14][CH3:15])[C:6]=1[O:16][CH3:17])#[N:2].[Cl-].[NH4+]. The catalyst is C(O)C.C(Cl)Cl.[Fe]. The product is [C:1]([CH2:3][O:4][C:5]1[CH:10]=[C:9]([CH:8]=[C:7]([O:14][CH3:15])[C:6]=1[O:16][CH3:17])[NH2:11])#[N:2]. The yield is 0.820. (5) The reactants are O1CCCCC1[O:7][CH2:8][CH2:9][O:10][C:11]1[CH:16]=[CH:15][C:14]([N:17]2[C:21]3[CH:22]=[CH:23][C:24](B4OC(C)(C)C(C)(C)O4)=[CH:25][C:20]=3[N:19]=[CH:18]2)=[CH:13][CH:12]=1.C(=O)([O-])[O-].[K+].[K+].Br[C:42]1[CH:43]=[CH:44][C:45]([C:48]([N:50]2[CH2:55][CH2:54][O:53][CH2:52][CH2:51]2)=[O:49])=[N:46][CH:47]=1.C(=O)(O)[O-].[Na+]. The catalyst is Cl[Pd](Cl)([P](C1C=CC=CC=1)(C1C=CC=CC=1)C1C=CC=CC=1)[P](C1C=CC=CC=1)(C1C=CC=CC=1)C1C=CC=CC=1.C(OCC)C.ClCCl.C(O)C.O. The product is [N:50]1([C:48]([C:45]2[N:46]=[CH:47][C:42]([C:24]3[CH:23]=[CH:22][C:21]4[N:17]([C:14]5[CH:13]=[CH:12][C:11]([O:10][CH2:9][CH2:8][OH:7])=[CH:16][CH:15]=5)[CH:18]=[N:19][C:20]=4[CH:25]=3)=[CH:43][CH:44]=2)=[O:49])[CH2:55][CH2:54][O:53][CH2:52][CH2:51]1. The yield is 0.620. (6) The reactants are [CH3:1][O:2][C:3](=[O:36])[CH2:4][N:5]1[C:10](=[O:11])[C:9](Cl)=[C:8]([C:13]2[CH:18]=[CH:17][C:16]([C:19]#[N:20])=[C:15]([F:21])[CH:14]=2)[N:7]=[C:6]1[N:22]1[CH2:27][CH2:26][CH:25]([NH:28][C:29]([O:31][C:32]([CH3:35])([CH3:34])[CH3:33])=[O:30])[CH2:24][CH2:23]1.[C:37]([O-:40])([O-])=O.[K+].[K+]. The catalyst is CN(C=O)C.O. The product is [CH3:1][O:2][C:3](=[O:36])[CH2:4][N:5]1[C:10](=[O:11])[C:9]([C:13]2[CH:18]=[CH:17][C:16]([O:40][CH3:37])=[CH:15][CH:14]=2)=[C:8]([C:13]2[CH:18]=[CH:17][C:16]([C:19]#[N:20])=[C:15]([F:21])[CH:14]=2)[N:7]=[C:6]1[N:22]1[CH2:27][CH2:26][CH:25]([NH:28][C:29]([O:31][C:32]([CH3:35])([CH3:34])[CH3:33])=[O:30])[CH2:24][CH2:23]1. The yield is 0.240. (7) The catalyst is ClCCl.CC(C)[O-].[Ti+4].CC(C)[O-].CC(C)[O-].CC(C)[O-]. The yield is 0.480. The reactants are [CH3:1][Zn]C.[I:4][C:5]1[CH:12]=[CH:11][C:8]([CH:9]=[O:10])=[C:7]([N+:13]([O-:15])=[O:14])[CH:6]=1. The product is [I:4][C:5]1[CH:12]=[CH:11][C:8]([CH:9]([OH:10])[CH3:1])=[C:7]([N+:13]([O-:15])=[O:14])[CH:6]=1. (8) The reactants are [F:1][C:2]1[CH:7]=[CH:6][CH:5]=[CH:4][C:3]=1[N:8]1[C:12]2[CH:13]=[CH:14][CH:15]=[CH:16][C:11]=2[NH:10][S:9]1(=[O:18])=[O:17].C(=O)([O-])[O-].[Cs+].[Cs+].[Br:25][CH2:26][C:27]1[CH:32]=[CH:31][CH:30]=[C:29]([CH2:33]Br)[CH:28]=1. No catalyst specified. The product is [Br:25][CH2:26][C:27]1[CH:28]=[C:29]([CH:30]=[CH:31][CH:32]=1)[CH2:33][N:10]1[C:11]2[CH:16]=[CH:15][CH:14]=[CH:13][C:12]=2[N:8]([C:3]2[CH:4]=[CH:5][CH:6]=[CH:7][C:2]=2[F:1])[S:9]1(=[O:18])=[O:17]. The yield is 0.700. (9) The reactants are Cl[C:2]1[N:6]([CH2:7][C:8]2[CH:13]=[CH:12][C:11]([C:14]3[CH:19]=[CH:18][CH:17]=[CH:16][C:15]=3[C:20]#[N:21])=[CH:10][CH:9]=2)[C:5]2[C:22]([C:26]([O:28][CH2:29][CH3:30])=[O:27])=[CH:23][CH:24]=[CH:25][C:4]=2[N:3]=1.[CH3:31][CH2:32][O-:33].[Na+]. The catalyst is C(O)C. The product is [C:20]([C:15]1[CH:16]=[CH:17][CH:18]=[CH:19][C:14]=1[C:11]1[CH:12]=[CH:13][C:8]([CH2:7][N:6]2[C:5]3[C:22]([C:26]([O:28][CH2:29][CH3:30])=[O:27])=[CH:23][CH:24]=[CH:25][C:4]=3[N:3]=[C:2]2[O:33][CH2:32][CH3:31])=[CH:9][CH:10]=1)#[N:21]. The yield is 0.700.